Dataset: Peptide-MHC class I binding affinity with 185,985 pairs from IEDB/IMGT. Task: Regression. Given a peptide amino acid sequence and an MHC pseudo amino acid sequence, predict their binding affinity value. This is MHC class I binding data. The peptide sequence is VVQPGRSLRL. The MHC is HLA-B27:05 with pseudo-sequence HLA-B27:05. The binding affinity (normalized) is 0.